This data is from Full USPTO retrosynthesis dataset with 1.9M reactions from patents (1976-2016). The task is: Predict the reactants needed to synthesize the given product. (1) Given the product [CH3:15][NH:16][C:2]1[CH:3]=[C:4]([CH2:11][C:12]([NH2:14])=[O:13])[CH:5]=[CH:6][C:7]=1[N+:8]([O-:10])=[O:9], predict the reactants needed to synthesize it. The reactants are: Cl[C:2]1[CH:3]=[C:4]([CH2:11][C:12]([NH2:14])=[O:13])[CH:5]=[CH:6][C:7]=1[N+:8]([O-:10])=[O:9].[CH3:15][NH2:16]. (2) Given the product [CH3:10][O:9][C:7]1[CH:8]=[C:3]([O:2][CH3:1])[N:4]=[C:5]([NH:11][C:12]2[C:13]([NH2:19])=[CH:14][CH:15]=[C:16]([CH3:24])[CH:17]=2)[N:6]=1, predict the reactants needed to synthesize it. The reactants are: [CH3:1][O:2][C:3]1[CH:8]=[C:7]([O:9][CH3:10])[N:6]=[C:5]([NH:11][C:12]2[CH:17]=[CH:16][C:15](C)=[CH:14][C:13]=2[N+:19]([O-])=O)[N:4]=1.[H][H].[C:24](OCC)(=O)C.